This data is from Catalyst prediction with 721,799 reactions and 888 catalyst types from USPTO. The task is: Predict which catalyst facilitates the given reaction. (1) Reactant: [CH:1]1[N:5]=[CH:4][N:3](C([N:3]2[CH:4]=[N:5][CH:1]=[CH:2]2)=O)[CH:2]=1.C1C2NC3C(=CC=CC=3)SC=2C=CC=1.CC(=C)C(OCCCCC[NH3+])=O.[S:39]([C:43]1[CH:49]=[CH:48][C:46]([CH3:47])=[CH:45][CH:44]=1)([O-:42])(=[O:41])=[O:40].N1(C(NCCCCCOC(=O)C(C)=C)=O)C=CN=C1.O.C1(C)C=CC(S(O)(=O)=O)=CC=1. Product: [S:39]([C:43]1[CH:49]=[CH:48][C:46]([CH3:47])=[CH:45][CH:44]=1)([O-:42])(=[O:41])=[O:40].[NH+:3]1[CH:2]=[CH:1][NH:5][CH:4]=1. The catalyst class is: 802. (2) Reactant: Cl[C:2]1[C:11]2[C:6](=[CH:7][C:8]([F:13])=[CH:9][C:10]=2[F:12])[N:5]=[C:4]([CH2:14][C:15]2[CH:16]=[C:17]([CH:20]=[CH:21][CH:22]=2)[C:18]#[N:19])[C:3]=1[CH3:23].[CH3:24][C:25]1([CH3:40])[C:29]2=[N:30][CH:31]=[C:32]([N:34]3[CH2:39][CH2:38][O:37][CH2:36][CH2:35]3)[CH:33]=[C:28]2[NH:27][CH2:26]1.C1(P(C2CCCCC2)C2C=CC=CC=2C2C(C(C)C)=CC(C(C)C)=CC=2C(C)C)CCCCC1.CC(C)([O-])C.[Na+]. Product: [CH3:24][C:25]1([CH3:40])[C:29]2=[N:30][CH:31]=[C:32]([N:34]3[CH2:39][CH2:38][O:37][CH2:36][CH2:35]3)[CH:33]=[C:28]2[N:27]([C:2]2[C:11]3[C:6](=[CH:7][C:8]([F:13])=[CH:9][C:10]=3[F:12])[N:5]=[C:4]([CH2:14][C:15]3[CH:16]=[C:17]([CH:20]=[CH:21][CH:22]=3)[C:18]#[N:19])[C:3]=2[CH3:23])[CH2:26]1. The catalyst class is: 187. (3) Reactant: [I:1][C:2]1[CH:8]=[CH:7][CH:6]=[CH:5][C:3]=1[NH2:4].[OH-].[Cs+].[CH2:11](Br)[CH:12]=[CH2:13]. Product: [CH2:11]([NH:4][C:3]1[CH:5]=[CH:6][CH:7]=[CH:8][C:2]=1[I:1])[C:12]1[CH:13]=[CH:5][CH:3]=[CH:2][CH:8]=1. The catalyst class is: 9. (4) Reactant: [C:1]1([C:22]2[CH:27]=[CH:26][CH:25]=[CH:24][CH:23]=2)[CH:6]=[CH:5][C:4]([CH2:7][N:8]2[C:17]3[CH:16]=[CH:15][CH:14]=[CH:13][C:12]=3[C:11]3=[N:18][NH:19][C:20](=[O:21])[C:10]3=[CH:9]2)=[CH:3][CH:2]=1.[H-].[Na+].[CH2:30](Br)[C:31]1[CH:36]=[CH:35][CH:34]=[CH:33][CH:32]=1.O. Product: [C:1]1([C:22]2[CH:27]=[CH:26][CH:25]=[CH:24][CH:23]=2)[CH:2]=[CH:3][C:4]([CH2:7][N:8]2[C:17]3[CH:16]=[CH:15][CH:14]=[CH:13][C:12]=3[C:11]3=[N:18][N:19]([CH2:30][C:31]4[CH:36]=[CH:35][CH:34]=[CH:33][CH:32]=4)[C:20](=[O:21])[C:10]3=[CH:9]2)=[CH:5][CH:6]=1. The catalyst class is: 9. (5) Reactant: [N+:1]([C:4]1[CH:5]=[CH:6][C:7]([C:13]([O:15][CH3:16])=[O:14])=[C:8]2[C:12]=1[O:11][CH:10]=[CH:9]2)([O-])=O. Product: [NH2:1][C:4]1[CH:5]=[CH:6][C:7]([C:13]([O:15][CH3:16])=[O:14])=[C:8]2[C:12]=1[O:11][CH2:10][CH2:9]2. The catalyst class is: 19. (6) Reactant: [NH2:1][C:2]1[C:7]2[N:8]=[C:9]([S:24][C:25]3[C:33]([I:34])=[CH:32][C:28]4[O:29][CH2:30][O:31][C:27]=4[CH:26]=3)[N:10]([CH2:11][CH2:12][N:13]3C(=O)C4C(=CC=CC=4)C3=O)[C:6]=2[CH:5]=[CH:4][N:3]=1. The catalyst class is: 497. Product: [NH2:13][CH2:12][CH2:11][N:10]1[C:6]2[CH:5]=[CH:4][N:3]=[C:2]([NH2:1])[C:7]=2[N:8]=[C:9]1[S:24][C:25]1[C:33]([I:34])=[CH:32][C:28]2[O:29][CH2:30][O:31][C:27]=2[CH:26]=1. (7) Product: [NH2:1][CH2:4][C@H:5]([N:7]1[CH:16]=[CH:15][C:14]2[C:9](=[CH:10][CH:11]=[C:12]([CH3:32])[C:13]=2[NH:17][C:18](=[O:31])[CH2:19][C:20]2[CH:25]=[CH:24][C:23]([C:26]([F:28])([F:29])[F:27])=[C:22]([F:30])[CH:21]=2)[C:8]1=[O:33])[CH3:6]. Reactant: [N:1]([CH2:4][C@H:5]([N:7]1[CH:16]=[CH:15][C:14]2[C:9](=[CH:10][CH:11]=[C:12]([CH3:32])[C:13]=2[NH:17][C:18](=[O:31])[CH2:19][C:20]2[CH:25]=[CH:24][C:23]([C:26]([F:29])([F:28])[F:27])=[C:22]([F:30])[CH:21]=2)[C:8]1=[O:33])[CH3:6])=[N+]=[N-].C(O)C.[Cl-].[NH4+].O. The catalyst class is: 292. (8) Reactant: [Br-].[F:2][C:3]1[CH:4]=[C:5]([CH:26]=[CH:27][CH:28]=1)[CH2:6][P+](C1C=CC=CC=1)(C1C=CC=CC=1)C1C=CC=CC=1.CC(C)([O-])C.[Na+].O=[C:36]1[CH2:41][CH2:40][CH2:39][N:38]([C:42]([O:44][C:45]([CH3:48])([CH3:47])[CH3:46])=[O:43])[CH2:37]1. Product: [F:2][C:3]1[CH:4]=[C:5]([CH:6]=[C:40]2[CH2:41][CH2:36][CH2:37][N:38]([C:42]([O:44][C:45]([CH3:48])([CH3:47])[CH3:46])=[O:43])[CH2:39]2)[CH:26]=[CH:27][CH:28]=1. The catalyst class is: 20. (9) Reactant: [Cl:1][C:2]1[CH:7]=[C:6]([F:8])[CH:5]=[CH:4][C:3]=1[N:9]1[CH2:14][CH2:13][NH:12][CH2:11][C:10]1=[O:15].C(N(C(C)C)C(C)C)C.[Cl:25][C:26]1[C:34]([Cl:35])=[CH:33][CH:32]=[CH:31][C:27]=1[C:28](Cl)=[O:29].C(O)(=O)CC(CC(O)=O)(C(O)=O)O. Product: [Cl:1][C:2]1[CH:7]=[C:6]([F:8])[CH:5]=[CH:4][C:3]=1[N:9]1[CH2:14][CH2:13][N:12]([C:28]([C:27]2[CH:31]=[CH:32][CH:33]=[C:34]([Cl:35])[C:26]=2[Cl:25])=[O:29])[CH2:11][C:10]1=[O:15]. The catalyst class is: 4.